From a dataset of Peptide-MHC class II binding affinity with 134,281 pairs from IEDB. Regression. Given a peptide amino acid sequence and an MHC pseudo amino acid sequence, predict their binding affinity value. This is MHC class II binding data. (1) The peptide sequence is DKEKLVSACVSSMAE. The MHC is DRB1_0101 with pseudo-sequence DRB1_0101. The binding affinity (normalized) is 0.687. (2) The binding affinity (normalized) is 0.422. The peptide sequence is LKDLWDYMLNYTKGV. The MHC is DRB1_0101 with pseudo-sequence DRB1_0101. (3) The peptide sequence is LDAKSTWYGKPTGAG. The MHC is DRB4_0101 with pseudo-sequence DRB4_0103. The binding affinity (normalized) is 0.0139. (4) The peptide sequence is SLLVAPMPTASTAQI. The MHC is DRB3_0101 with pseudo-sequence DRB3_0101. The binding affinity (normalized) is 0.235. (5) The peptide sequence is EKWYFAATQFEPLAA. The MHC is HLA-DPA10201-DPB11401 with pseudo-sequence HLA-DPA10201-DPB11401. The binding affinity (normalized) is 0.785. (6) The peptide sequence is IGSFFYFPSIGMQRT. The MHC is DRB1_1501 with pseudo-sequence DRB1_1501. The binding affinity (normalized) is 1.00. (7) The MHC is HLA-DQA10501-DQB10302 with pseudo-sequence HLA-DQA10501-DQB10302. The peptide sequence is QVAKAGLKTNDRKWC. The binding affinity (normalized) is 0. (8) The peptide sequence is IRYQTTATKSEHTGR. The MHC is DRB1_1501 with pseudo-sequence DRB1_1501. The binding affinity (normalized) is 0.115.